From a dataset of Catalyst prediction with 721,799 reactions and 888 catalyst types from USPTO. Predict which catalyst facilitates the given reaction. (1) Reactant: [N+]([O-])([O-])=O.[Ce+4].[NH4+].[N+]([O-])([O-])=O.[N+]([O-])([O-])=O.[N+]([O-])([O-])=O.[N+]([O-])([O-])=O.[Cl:23][C:24]1[CH:25]=[C:26]([CH:30]2[CH2:35][C:34](=[O:36])[N:33]([CH2:37][C:38]([NH:40][C:41]3[CH:46]=[CH:45][C:44]([C:47]4[NH:51][N:50]=[N:49][N:48]=4)=[CH:43][CH:42]=3)=[O:39])[C:32]3[CH2:52][NH:53][C:54](=[O:55])[C:31]2=3)[CH:27]=[CH:28][CH:29]=1. Product: [Cl:23][C:24]1[CH:25]=[C:26]([C:30]2[C:31]3[C:54](=[O:55])[NH:53][CH2:52][C:32]=3[N:33]([CH2:37][C:38]([NH:40][C:41]3[CH:42]=[CH:43][C:44]([C:47]4[NH:51][N:50]=[N:49][N:48]=4)=[CH:45][CH:46]=3)=[O:39])[C:34](=[O:36])[CH:35]=2)[CH:27]=[CH:28][CH:29]=1. The catalyst class is: 283. (2) Reactant: CN1CCOCC1.[C:8]([O:12][C:13]([N:15]1[CH2:19][CH2:18][CH2:17][CH:16]1[C:20](O)=[O:21])=[O:14])([CH3:11])([CH3:10])[CH3:9].ClC(OCC(C)C)=O.[BH4-].[Na+]. Product: [C:8]([O:12][C:13]([N:15]1[CH2:19][CH2:18][CH2:17][C@@H:16]1[CH2:20][OH:21])=[O:14])([CH3:11])([CH3:10])[CH3:9]. The catalyst class is: 54. (3) Reactant: C([Sn](CCCC)(CCCC)[C:6]1[O:14][C:9]2=[CH:10][N:11]=[CH:12][CH:13]=[C:8]2[CH:7]=1)CCC.Br[C:24]1[N:28]2[N:29]=[C:30]([Cl:33])[CH:31]=[CH:32][C:27]2=[N:26][CH:25]=1.C1(P(C2C=CC=CC=2)C2C=CC=CC=2)C=CC=CC=1. Product: [Cl:33][C:30]1[CH:31]=[CH:32][C:27]2[N:28]([C:24]([C:6]3[O:14][C:9]4=[CH:10][N:11]=[CH:12][CH:13]=[C:8]4[CH:7]=3)=[CH:25][N:26]=2)[N:29]=1. The catalyst class is: 356. (4) Reactant: C([O:3][C:4]([C:6]1[C:11]([NH2:12])=[N:10][C:9]([C:13]([F:16])([F:15])[F:14])=[CH:8][N:7]=1)=[O:5])C.[OH-].[Na+].O.Cl. Product: [NH2:12][C:11]1[C:6]([C:4]([OH:5])=[O:3])=[N:7][CH:8]=[C:9]([C:13]([F:16])([F:15])[F:14])[N:10]=1. The catalyst class is: 8. (5) Product: [NH2:1][C:2]1[CH:3]=[CH:4][C:5]([Br:12])=[C:6]2[C:11]=1[N:10]=[CH:9][CH:8]=[CH:7]2. Reactant: [NH2:1][C:2]1[CH:3]=[CH:4][CH:5]=[C:6]2[C:11]=1[N:10]=[CH:9][CH:8]=[CH:7]2.[Br:12]N1C(=O)CCC1=O. The catalyst class is: 23. (6) Reactant: [NH2:1][CH2:2][CH2:3][CH2:4][C@H:5]([NH:9][C:10]([C:12]1[S:13][C:14]([CH:17]([C:28]2[CH:33]=[CH:32][CH:31]=[C:30]([C:34]([F:37])([F:36])[F:35])[CH:29]=2)[C:18]2[CH:23]=[CH:22][CH:21]=[C:20]([C:24]([F:27])([F:26])[F:25])[CH:19]=2)=[CH:15][CH:16]=1)=[O:11])[C:6]([OH:8])=[O:7].[C:38]([OH:44])([C:40]([F:43])([F:42])[F:41])=[O:39].C(O)C.Cl.[C:49](=[NH:52])(O)[CH3:50]. Product: [F:36][C:34]([F:37])([F:35])[C:30]1[CH:29]=[C:28]([CH:17]([C:18]2[CH:23]=[CH:22][CH:21]=[C:20]([C:24]([F:25])([F:26])[F:27])[CH:19]=2)[C:14]2[S:13][C:12]([C:10]([NH:9][C@@H:5]([CH2:4][CH2:3][CH2:2][NH:1][C:49](=[NH:52])[CH3:50])[C:6]([OH:8])=[O:7])=[O:11])=[CH:16][CH:15]=2)[CH:33]=[CH:32][CH:31]=1.[C:38]([OH:44])([C:40]([F:43])([F:42])[F:41])=[O:39]. The catalyst class is: 424. (7) Reactant: Br[C:2]1[C:3]([CH3:25])=[CH:4][C:5]2[O:14][CH2:13][CH2:12][N:11]3[C:7](=[N:8][C:9]([C:15]4[N:16]([CH:21]([CH3:23])[CH3:22])[N:17]=[C:18]([CH3:20])[N:19]=4)=[CH:10]3)[C:6]=2[CH:24]=1.[CH:26]([N:29]1[CH2:34][CH2:33][CH:32]([SH:35])[CH2:31][CH2:30]1)([CH3:28])[CH3:27].CC1(C)C2C(=C(P(C3C=CC=CC=3)C3C=CC=CC=3)C=CC=2)OC2C(P(C3C=CC=CC=3)C3C=CC=CC=3)=CC=CC1=2.CCN(C(C)C)C(C)C. Product: [CH:21]([N:16]1[C:15]([C:9]2[N:8]=[C:7]3[N:11]([CH2:12][CH2:13][O:14][C:5]4[CH:4]=[C:3]([CH3:25])[C:2]([S:35][CH:32]5[CH2:33][CH2:34][N:29]([CH:26]([CH3:28])[CH3:27])[CH2:30][CH2:31]5)=[CH:24][C:6]=43)[CH:10]=2)=[N:19][C:18]([CH3:20])=[N:17]1)([CH3:23])[CH3:22]. The catalyst class is: 62. (8) Reactant: [ClH:1].Cl.[CH3:3][N:4]1[CH2:9][CH2:8][N:7]([CH2:10][C:11]2[CH:12]=[CH:13][C:14]([N+:40]([O-])=O)=[C:15]([NH:17][C:18]3[S:22][C:21]([C:23]([O:25][CH3:26])=[O:24])=[C:20]([O:27][C@@H:28]([C:30]4[CH:35]=[CH:34][CH:33]=[CH:32][C:31]=4[C:36]([F:39])([F:38])[F:37])[CH3:29])[CH:19]=3)[CH:16]=2)[CH2:6][CH2:5]1.[CH3:43]OC(OC)OC.C([O-])=O.[NH4+]. Product: [ClH:1].[ClH:1].[ClH:1].[ClH:1].[CH3:3][N:4]1[CH2:9][CH2:8][N:7]([CH2:10][C:11]2[CH:12]=[CH:13][C:14]3[N:40]=[CH:43][N:17]([C:18]4[S:22][C:21]([C:23]([O:25][CH3:26])=[O:24])=[C:20]([O:27][C@@H:28]([C:30]5[CH:35]=[CH:34][CH:33]=[CH:32][C:31]=5[C:36]([F:39])([F:38])[F:37])[CH3:29])[CH:19]=4)[C:15]=3[CH:16]=2)[CH2:6][CH2:5]1. The catalyst class is: 19. (9) Reactant: [NH:1]1[CH2:4][CH:3]([O:5][C:6]2[CH:11]=[CH:10][C:9]([N:12]3[CH2:17][CH2:16][C:15]4[N:18]=[C:19]([C:21]5[CH:26]=[CH:25][C:24]([Cl:27])=[CH:23][CH:22]=5)[S:20][C:14]=4[C:13]3=[O:28])=[CH:8][C:7]=2[O:29][CH3:30])[CH2:2]1.[OH:31][CH:32]1[CH2:37]OC(O)CO1.C(O[BH-](OC(=O)C)OC(=O)C)(=O)C.[Na+].[OH-].[Na+]. Product: [ClH:27].[Cl:27][C:24]1[CH:23]=[CH:22][C:21]([C:19]2[S:20][C:14]3[C:13](=[O:28])[N:12]([C:9]4[CH:10]=[CH:11][C:6]([O:5][CH:3]5[CH2:4][N:1]([CH2:37][CH2:32][OH:31])[CH2:2]5)=[C:7]([O:29][CH3:30])[CH:8]=4)[CH2:17][CH2:16][C:15]=3[N:18]=2)=[CH:26][CH:25]=1. The catalyst class is: 26.